From a dataset of Full USPTO retrosynthesis dataset with 1.9M reactions from patents (1976-2016). Predict the reactants needed to synthesize the given product. (1) Given the product [NH:1]1[C:5]2=[N:6][CH:7]=[CH:8][CH:9]=[C:4]2[C:3](/[CH:10]=[N:15]/[CH:12]2[CH2:14][CH2:13]2)=[CH:2]1, predict the reactants needed to synthesize it. The reactants are: [NH:1]1[C:5]2=[N:6][CH:7]=[CH:8][CH:9]=[C:4]2[C:3]([CH:10]=O)=[CH:2]1.[CH:12]1([NH2:15])[CH2:14][CH2:13]1. (2) Given the product [CH3:10][N:11]1[CH2:16][CH2:15][CH:14]([CH2:17][O:18][C:19](=[O:27])[C:20]([OH:26])([C:21]2[S:22][CH:23]=[CH:24][CH:25]=2)[C:2]2[S:3][CH:4]=[CH:5][CH:6]=2)[CH2:13][CH2:12]1, predict the reactants needed to synthesize it. The reactants are: Br[C:2]1[S:3][CH:4]=[CH:5][CH:6]=1.[Mg].II.[CH3:10][N:11]1[CH2:16][CH2:15][CH:14]([CH2:17][O:18][C:19](=[O:27])[C:20](=[O:26])[C:21]2[S:22][CH:23]=[CH:24][CH:25]=2)[CH2:13][CH2:12]1.[Cl-].[NH4+]. (3) Given the product [CH:23]1[C:22]2[C:27](=[N:28][C:29]3[C:34]([C:21]=2[NH:14][C:11]2[CH:12]=[CH:13][C:8]([O:7][CH2:6][CH2:5][N:4]([CH2:17][CH2:18][Cl:19])[CH2:3][CH2:2][Cl:1])=[CH:9][CH:10]=2)=[CH:33][CH:32]=[CH:31][CH:30]=3)[CH:26]=[CH:25][CH:24]=1, predict the reactants needed to synthesize it. The reactants are: [Cl:1][CH2:2][CH2:3][N:4]([CH2:17][CH2:18][Cl:19])[CH2:5][CH2:6][O:7][C:8]1[CH:13]=[CH:12][C:11]([N+:14]([O-])=O)=[CH:10][CH:9]=1.Cl[C:21]1[C:22]2[C:27]([N:28]=[C:29]3[C:34]=1[CH:33]=[CH:32][CH:31]=[CH:30]3)=[CH:26][CH:25]=[CH:24][CH:23]=2. (4) Given the product [C:1]1([C:7]2[CH:8]=[C:9]([C:16]3[O:18][N:19]=[C:20]([C:22]4[CH:39]=[CH:38][C:25]([CH2:26][N:27]5[CH2:28][CH:29]([C:31]([O:33][C:34]([CH3:35])([CH3:37])[CH3:36])=[O:32])[CH2:30]5)=[CH:24][CH:23]=4)[N:21]=3)[S:10][C:11]=2[C:12]([F:13])([F:15])[F:14])[CH:6]=[CH:5][CH:4]=[CH:3][CH:2]=1, predict the reactants needed to synthesize it. The reactants are: [C:1]1([C:7]2[CH:8]=[C:9]([C:16]([O:18][N:19]=[C:20]([C:22]3[CH:39]=[CH:38][C:25]([CH2:26][N:27]4[CH2:30][CH:29]([C:31]([O:33][C:34]([CH3:37])([CH3:36])[CH3:35])=[O:32])[CH2:28]4)=[CH:24][CH:23]=3)[NH2:21])=O)[S:10][C:11]=2[C:12]([F:15])([F:14])[F:13])[CH:6]=[CH:5][CH:4]=[CH:3][CH:2]=1.CCCC[N+](CCCC)(CCCC)CCCC.[F-].O1CCCC1. (5) Given the product [ClH:37].[NH2:8][C:9]1[C:10]([C:19]([NH:21][CH:22]([C@H:27]2[CH2:32][CH2:31][C@H:30]([C:33]([F:34])([F:35])[F:36])[CH2:29][CH2:28]2)[C:23]([O:25][CH3:26])=[O:24])=[O:20])=[CH:11][C:12]2[C:17]([CH:18]=1)=[CH:16][CH:15]=[CH:14][CH:13]=2, predict the reactants needed to synthesize it. The reactants are: CC(OC([NH:8][C:9]1[C:10]([C:19]([NH:21][CH:22]([C@H:27]2[CH2:32][CH2:31][C@H:30]([C:33]([F:36])([F:35])[F:34])[CH2:29][CH2:28]2)[C:23]([O:25][CH3:26])=[O:24])=[O:20])=[CH:11][C:12]2[C:17]([CH:18]=1)=[CH:16][CH:15]=[CH:14][CH:13]=2)=O)(C)C.[ClH:37]. (6) Given the product [OH:17][C:16]1[C:6]2[C:1](=[CH:2][CH:3]=[CH:4][CH:5]=2)[C:7]([CH2:24][CH2:25][CH3:26])([CH2:21][CH2:22][CH3:23])[C:8](=[O:9])[C:10]=1[C:11]([O:13][CH2:14][CH3:15])=[O:12], predict the reactants needed to synthesize it. The reactants are: [C:1]1([C:7]([CH2:24][CH2:25][CH3:26])([CH2:21][CH2:22][CH3:23])[C:8]([CH:10]([C:16](OCC)=[O:17])[C:11]([O:13][CH2:14][CH3:15])=[O:12])=[O:9])[CH:6]=[CH:5][CH:4]=[CH:3][CH:2]=1.S(=O)(=O)(O)O. (7) The reactants are: [Cl:1][C:2]1[CH:7]=[CH:6][C:5](B(O)O)=[CH:4][CH:3]=1.Cl[C:12]1[CH:13]=[C:14]([CH:20]=[CH:21][N:22]=1)[C:15]([O:17][CH2:18][CH3:19])=[O:16]. Given the product [Cl:1][C:2]1[CH:7]=[CH:6][C:5]([C:12]2[CH:13]=[C:14]([CH:20]=[CH:21][N:22]=2)[C:15]([O:17][CH2:18][CH3:19])=[O:16])=[CH:4][CH:3]=1, predict the reactants needed to synthesize it. (8) Given the product [C:26]([C:30]1[CH:31]=[CH:32][C:33]([NH:34][C:19](=[O:20])[C:18]2[CH:22]=[CH:23][CH:24]=[C:16]([O:15][C:12]3[CH:13]=[CH:14][C:9]4[N:10]([CH:25]=[C:7]([NH:6][C:4]([CH:1]5[CH2:3][CH2:2]5)=[O:5])[N:8]=4)[N:11]=3)[CH:17]=2)=[CH:35][CH:36]=1)([CH3:29])([CH3:27])[CH3:28], predict the reactants needed to synthesize it. The reactants are: [CH:1]1([C:4]([NH:6][C:7]2[N:8]=[C:9]3[CH:14]=[CH:13][C:12]([O:15][C:16]4[CH:17]=[C:18]([CH:22]=[CH:23][CH:24]=4)[C:19](O)=[O:20])=[N:11][N:10]3[CH:25]=2)=[O:5])[CH2:3][CH2:2]1.[C:26]([C:30]1[CH:36]=[CH:35][C:33]([NH2:34])=[CH:32][CH:31]=1)([CH3:29])([CH3:28])[CH3:27].Cl.CN(C)CCCN=C=NCC.